From a dataset of Reaction yield outcomes from USPTO patents with 853,638 reactions. Predict the reaction yield, written as a fraction of the theoretical maximum amount of product (1.0 means a 100% yield; for example, 0.34 means a 34% yield). (1) The reactants are COC(=O)[CH:4]([C:18]1[CH:23]=[CH:22][C:21]([F:24])=[CH:20][CH:19]=1)[C:5]([C:7]1[C:12]([O:13][CH3:14])=[CH:11][CH:10]=[C:9]([O:15][CH3:16])[C:8]=1[F:17])=[O:6]. The catalyst is CCO.Cl. The product is [F:17][C:8]1[C:9]([O:15][CH3:16])=[CH:10][CH:11]=[C:12]([O:13][CH3:14])[C:7]=1[C:5](=[O:6])[CH2:4][C:18]1[CH:19]=[CH:20][C:21]([F:24])=[CH:22][CH:23]=1. The yield is 0.580. (2) The reactants are [OH:1][C:2]1[CH:10]=[CH:9][C:8]([C:11]2[N:12]([C:27]([O:29][C:30]([CH3:33])([CH3:32])[CH3:31])=[O:28])[C:13]3[C:18]([CH:19]=2)=[CH:17][C:16]([CH2:20][N:21]2[CH2:26][CH2:25][CH2:24][CH2:23][CH2:22]2)=[CH:15][CH:14]=3)=[C:7]2[C:3]=1[CH2:4][NH:5][C:6]2=[O:34].C(N(CC)CC)C.[Cl:42][C:43]1[CH:44]=[C:45]([S:50](Cl)(=[O:52])=[O:51])[CH:46]=[C:47]([Cl:49])[CH:48]=1. The catalyst is C(#N)C. The product is [Cl:49][C:47]1[CH:46]=[C:45]([S:50]([O:1][C:2]2[CH:10]=[CH:9][C:8]([C:11]3[N:12]([C:27]([O:29][C:30]([CH3:31])([CH3:33])[CH3:32])=[O:28])[C:13]4[C:18]([CH:19]=3)=[CH:17][C:16]([CH2:20][N:21]3[CH2:26][CH2:25][CH2:24][CH2:23][CH2:22]3)=[CH:15][CH:14]=4)=[C:7]3[C:3]=2[CH2:4][NH:5][C:6]3=[O:34])(=[O:51])=[O:52])[CH:44]=[C:43]([Cl:42])[CH:48]=1. The yield is 0.440. (3) The reactants are Cl[C:2]1[C:3](=[O:24])[C:4](=[O:23])[C:5]=1[NH:6][C:7]1[CH:12]=[CH:11][CH:10]=[C:9]([C:13]([N:15]2[CH2:20][CH2:19][N:18]([CH3:21])[CH2:17][CH2:16]2)=[O:14])[C:8]=1[OH:22].[Cl:25][C:26]1[CH:32]=[CH:31][CH:30]=[CH:29][C:27]=1[NH2:28]. The catalyst is CS(C)=O. The product is [OH:22][C:8]1[C:9]([C:13]([N:15]2[CH2:20][CH2:19][N:18]([CH3:21])[CH2:17][CH2:16]2)=[O:14])=[CH:10][CH:11]=[CH:12][C:7]=1[NH:6][C:5]1[C:4](=[O:23])[C:3](=[O:24])[C:2]=1[NH:28][C:27]1[CH:29]=[CH:30][CH:31]=[CH:32][C:26]=1[Cl:25]. The yield is 0.400. (4) The reactants are [OH:1][C@H:2]1[C@@H:6]([CH2:7][C:8]([NH:10][CH3:11])=[O:9])[N:5]([C:12]([O:14][C:15]([CH3:18])([CH3:17])[CH3:16])=[O:13])[C@@H:4]2[CH2:19][O:20][Si](C(C)C)(C(C)C)O[Si](C(C)C)(C(C)C)[O:24][C@@H:3]12.CCCC[N+](CCCC)(CCCC)CCCC.[F-]. No catalyst specified. The product is [OH:24][C@H:3]1[C@@H:2]([OH:1])[C@@H:6]([CH2:7][C:8]([NH:10][CH3:11])=[O:9])[N:5]([C:12]([O:14][C:15]([CH3:16])([CH3:17])[CH3:18])=[O:13])[C@@H:4]1[CH2:19][OH:20]. The yield is 0.910.